From a dataset of Reaction yield outcomes from USPTO patents with 853,638 reactions. Predict the reaction yield, written as a fraction of the theoretical maximum amount of product (1.0 means a 100% yield; for example, 0.34 means a 34% yield). (1) The reactants are [NH2:1][CH2:2][C:3]1[C:4]([F:20])=[C:5]([O:10][C:11]2[CH:12]=[C:13]([CH:16]=[C:17]([Cl:19])[CH:18]=2)[C:14]#[N:15])[C:6]([Cl:9])=[CH:7][CH:8]=1.CCN(C(C)C)C(C)C.[CH3:30][C:31]1[N:32]=[N:33][S:34][C:35]=1[C:36](O)=[O:37].CN(C(ON1N=NC2C=CC=NC1=2)=[N+](C)C)C.F[P-](F)(F)(F)(F)F. The catalyst is CN(C=O)C.CO. The product is [Cl:9][C:6]1[CH:7]=[CH:8][C:3]([CH2:2][NH:1][C:36]([C:35]2[S:34][N:33]=[N:32][C:31]=2[CH3:30])=[O:37])=[C:4]([F:20])[C:5]=1[O:10][C:11]1[CH:12]=[C:13]([C:14]#[N:15])[CH:16]=[C:17]([Cl:19])[CH:18]=1. The yield is 0.390. (2) The reactants are C(NC(C)C)(C)C.[Li]CCCC.[Li+].CC([N-]C(C)C)C.[C:21]([O:25]C(C)=O)(C)(C)[CH3:22].[Cl:29][C:30]1[CH:35]=[CH:34][C:33]([C:36]2([C:41]3[CH:42]=[C:43]([C:49]([C:51]4[CH:56]=[CH:55][CH:54]=[C:53]([O:57][CH3:58])[CH:52]=4)=O)[C:44]([NH:47][CH3:48])=[N:45][CH:46]=3)[O:40][CH2:39][CH2:38][O:37]2)=[CH:32][CH:31]=1. The catalyst is C1COCC1. The product is [Cl:29][C:30]1[CH:35]=[CH:34][C:33]([C:36]2([C:41]3[CH:42]=[C:43]4[C:44](=[N:45][CH:46]=3)[N:47]([CH3:48])[C:21](=[O:25])[CH:22]=[C:49]4[C:51]3[CH:56]=[CH:55][CH:54]=[C:53]([O:57][CH3:58])[CH:52]=3)[O:40][CH2:39][CH2:38][O:37]2)=[CH:32][CH:31]=1. The yield is 0.570. (3) The reactants are [OH-].[Na+].Cl.[CH2:4]([O:11][NH2:12])[C:5]1[CH:10]=[CH:9][CH:8]=[CH:7][CH:6]=1.[CH2:13]=O. The catalyst is O.C1(C)C=CC=CC=1. The product is [CH2:4]([O:11][N:12]=[CH2:13])[C:5]1[CH:10]=[CH:9][CH:8]=[CH:7][CH:6]=1. The yield is 0.980.